From a dataset of Full USPTO retrosynthesis dataset with 1.9M reactions from patents (1976-2016). Predict the reactants needed to synthesize the given product. (1) Given the product [CH3:1][O:2][CH2:3][CH2:4][O:5][C:6]1[CH:7]=[C:8]([CH2:9][OH:10])[CH:13]=[C:14]([CH2:16][CH2:17][O:18][CH3:19])[CH:15]=1, predict the reactants needed to synthesize it. The reactants are: [CH3:1][O:2][CH2:3][CH2:4][O:5][C:6]1[CH:7]=[C:8]([CH:13]=[C:14]([CH2:16][CH2:17][O:18][CH3:19])[CH:15]=1)[C:9](OC)=[O:10].CC(C[AlH]CC(C)C)C. (2) Given the product [C:1]([C:5]1[CH:6]=[C:7]2[C:12](=[C:13]([F:15])[CH:14]=1)[C:11](=[O:16])[N:10]([CH2:17][C:18]1[CH:23]=[CH:22][C:21]([C:24]3[CH:29]=[C:28]([C:37]4[CH:36]=[N:35][N:34]([CH3:33])[CH:38]=4)[N:27]=[C:26]([Cl:31])[CH:25]=3)=[CH:20][C:19]=1[F:32])[N:9]=[CH:8]2)([CH3:3])([CH3:4])[CH3:2], predict the reactants needed to synthesize it. The reactants are: [C:1]([C:5]1[CH:6]=[C:7]2[C:12](=[C:13]([F:15])[CH:14]=1)[C:11](=[O:16])[N:10]([CH2:17][C:18]1[CH:23]=[CH:22][C:21]([C:24]3[CH:29]=[C:28](Cl)[N:27]=[C:26]([Cl:31])[CH:25]=3)=[CH:20][C:19]=1[F:32])[N:9]=[CH:8]2)([CH3:4])([CH3:3])[CH3:2].[CH3:33][N:34]1[CH:38]=[C:37](B2OC(C)(C)C(C)(C)O2)[CH:36]=[N:35]1.C([O-])([O-])=O.[K+].[K+]. (3) Given the product [C:1]([CH2:20][CH2:21][O:22][CH2:31][CH2:32][CH2:33][CH2:34][CH3:35])([C:4]([C:7]([C:10]([C:13]([C:16]([F:17])([F:18])[F:19])([F:14])[F:15])([F:12])[F:11])([F:9])[F:8])([F:6])[F:5])([F:3])[F:2], predict the reactants needed to synthesize it. The reactants are: [C:1]([CH2:20][CH2:21][OH:22])([C:4]([C:7]([C:10]([C:13]([C:16]([F:19])([F:18])[F:17])([F:15])[F:14])([F:12])[F:11])([F:9])[F:8])([F:6])[F:5])([F:3])[F:2].O1CCCC1.[OH-].[Na+].Br[CH2:31][CH2:32][CH2:33][CH2:34][CH3:35]. (4) Given the product [Cl:12][C:4]1[NH:3][C:2](=[O:13])[C:7]2[CH:8]=[N:9][N:10]([CH3:11])[C:6]=2[CH:5]=1, predict the reactants needed to synthesize it. The reactants are: Cl[C:2]1[C:7]2[CH:8]=[N:9][N:10]([CH3:11])[C:6]=2[CH:5]=[C:4]([Cl:12])[N:3]=1.[OH-:13].[Na+].Cl. (5) The reactants are: [NH2:1][C:2]1[CH:7]=[CH:6][C:5]([N:8]2[CH2:14][CH2:13][CH2:12][N:11](C(OC(C)(C)C)=O)[CH2:10][CH2:9]2)=[CH:4][C:3]=1[NH:22][S:23]([CH3:26])(=[O:25])=[O:24].[C:27]1([CH3:37])[C:28]([S:33]([Cl:36])(=[O:35])=[O:34])=[CH:29][CH:30]=[CH:31][CH:32]=1. Given the product [ClH:36].[N:8]1([C:5]2[CH:6]=[CH:7][C:2]([NH:1][S:33]([C:28]3[CH:29]=[CH:30][CH:31]=[CH:32][C:27]=3[CH3:37])(=[O:35])=[O:34])=[C:3]([NH:22][S:23]([CH3:26])(=[O:24])=[O:25])[CH:4]=2)[CH2:14][CH2:13][CH2:12][NH:11][CH2:10][CH2:9]1, predict the reactants needed to synthesize it. (6) Given the product [CH2:44]([O:32][C:29]1[CH:28]=[CH:27][C:26]([C:23]2[N:22]=[CH:21][C:20]([O:19][CH2:18][CH2:17][CH2:16][CH2:15][C:14]([F:13])([F:43])[C:33]([F:41])([F:42])[C:34]([F:39])([F:40])[C:35]([F:36])([F:37])[F:38])=[CH:25][N:24]=2)=[CH:31][CH:30]=1)[CH2:45][CH2:46][CH2:47]/[CH:48]=[CH:49]/[CH2:50][CH2:51][CH2:52][CH3:53], predict the reactants needed to synthesize it. The reactants are: CCOC(/N=N/C(OCC)=O)=O.[F:13][C:14]([F:43])([C:33]([F:42])([F:41])[C:34]([F:40])([F:39])[C:35]([F:38])([F:37])[F:36])[CH2:15][CH2:16][CH2:17][CH2:18][O:19][C:20]1[CH:21]=[N:22][C:23]([C:26]2[CH:31]=[CH:30][C:29]([OH:32])=[CH:28][CH:27]=2)=[N:24][CH:25]=1.[CH2:44](O)[CH2:45][CH2:46][CH2:47]/[CH:48]=[CH:49]/[CH2:50][CH2:51][CH2:52][CH3:53].C1(P(C2C=CC=CC=2)C2C=CC=CC=2)C=CC=CC=1.